Dataset: Reaction yield outcomes from USPTO patents with 853,638 reactions. Task: Predict the reaction yield, written as a fraction of the theoretical maximum amount of product (1.0 means a 100% yield; for example, 0.34 means a 34% yield). (1) The reactants are Br[C:2]1[CH:3]=[CH:4][C:5]([O:8][CH2:9][CH:10]2[CH2:15][CH2:14][N:13]([CH2:16][C:17]([F:20])([CH3:19])[CH3:18])[CH2:12][CH2:11]2)=[N:6][CH:7]=1.[CH2:21]([O:23][C:24]([C:26]1[CH:31]=[CH:30][C:29](B(O)O)=[CH:28][C:27]=1[F:35])=[O:25])[CH3:22].C([O-])([O-])=O.[Cs+].[Cs+]. The catalyst is O1CCOCC1.O. The product is [F:35][C:27]1[CH:28]=[C:29]([C:2]2[CH:7]=[N:6][C:5]([O:8][CH2:9][CH:10]3[CH2:15][CH2:14][N:13]([CH2:16][C:17]([F:20])([CH3:19])[CH3:18])[CH2:12][CH2:11]3)=[CH:4][CH:3]=2)[CH:30]=[CH:31][C:26]=1[C:24]([O:23][CH2:21][CH3:22])=[O:25]. The yield is 0.270. (2) The reactants are [CH2:1]([O:8][C:9]1[C:14](=[O:15])[NH:13][C:12]([O:16][CH3:17])=[N:11][C:10]=1[C:18]([O:20]C(C)(C)C)=[O:19])[C:2]1[CH:7]=[CH:6][CH:5]=[CH:4][CH:3]=1.[OH-].[Na+].Cl. The catalyst is CO.C1COCC1. The product is [CH2:1]([O:8][C:9]1[C:14](=[O:15])[NH:13][C:12]([O:16][CH3:17])=[N:11][C:10]=1[C:18]([OH:20])=[O:19])[C:2]1[CH:3]=[CH:4][CH:5]=[CH:6][CH:7]=1. The yield is 0.890. (3) The reactants are [Cl:1][C:2]1[CH:7]=[CH:6][C:5]([C:8]2[S:9][C:10]3[CH:16]=[C:15]([S:17][CH3:18])[CH:14]=[CH:13][C:11]=3[N:12]=2)=[CH:4][CH:3]=1.ClC1C=C(C=CC=1)C(OO)=[O:24].[OH-:30].[Na+]. The catalyst is ClCCl. The product is [Cl:1][C:2]1[CH:3]=[CH:4][C:5]([C:8]2[S:9][C:10]3[CH:16]=[C:15]([S:17]([CH3:18])(=[O:24])=[O:30])[CH:14]=[CH:13][C:11]=3[N:12]=2)=[CH:6][CH:7]=1. The yield is 0.470. (4) The reactants are [CH2:1]([N:8]1[C:13](=[O:14])[C:12](Cl)=[C:11]([C:16]2[CH:21]=[CH:20][C:19]([S:22]([CH3:25])(=[O:24])=[O:23])=[CH:18][CH:17]=2)[CH:10]=[N:9]1)[C:2]1[CH:7]=[CH:6][CH:5]=[CH:4][CH:3]=1.[CH3:26][C:27]1[CH:28]=[C:29](B(O)O)[CH:30]=[CH:31][C:32]=1[CH3:33].[F-].[Cs+]. The catalyst is COCCOC.O.C1C=CC([P]([Pd]([P](C2C=CC=CC=2)(C2C=CC=CC=2)C2C=CC=CC=2)([P](C2C=CC=CC=2)(C2C=CC=CC=2)C2C=CC=CC=2)[P](C2C=CC=CC=2)(C2C=CC=CC=2)C2C=CC=CC=2)(C2C=CC=CC=2)C2C=CC=CC=2)=CC=1. The product is [CH2:1]([N:8]1[C:13](=[O:14])[C:12]([C:29]2[CH:30]=[CH:31][C:32]([CH3:33])=[C:27]([CH3:26])[CH:28]=2)=[C:11]([C:16]2[CH:21]=[CH:20][C:19]([S:22]([CH3:25])(=[O:24])=[O:23])=[CH:18][CH:17]=2)[CH:10]=[N:9]1)[C:2]1[CH:7]=[CH:6][CH:5]=[CH:4][CH:3]=1. The yield is 0.560. (5) The reactants are [Br:1][C:2]1[N:3]=[CH:4][C:5]2[N:6]([C:8](I)=[CH:9][N:10]=2)[CH:7]=1.C([O-])([O-])=O.[Na+].[Na+].[C:18]([C:20]1[CH:25]=[CH:24][C:23](B(O)O)=[CH:22][CH:21]=1)#[N:19]. The catalyst is CN(C=O)C.C1C=CC([P]([Pd]([P](C2C=CC=CC=2)(C2C=CC=CC=2)C2C=CC=CC=2)([P](C2C=CC=CC=2)(C2C=CC=CC=2)C2C=CC=CC=2)[P](C2C=CC=CC=2)(C2C=CC=CC=2)C2C=CC=CC=2)(C2C=CC=CC=2)C2C=CC=CC=2)=CC=1. The product is [Br:1][C:2]1[N:3]=[CH:4][C:5]2[N:6]([C:8]([C:23]3[CH:24]=[CH:25][C:20]([C:18]#[N:19])=[CH:21][CH:22]=3)=[CH:9][N:10]=2)[CH:7]=1. The yield is 0.330.